This data is from Reaction yield outcomes from USPTO patents with 853,638 reactions. The task is: Predict the reaction yield, written as a fraction of the theoretical maximum amount of product (1.0 means a 100% yield; for example, 0.34 means a 34% yield). (1) The reactants are C([O:4][CH2:5][CH2:6][C:7]1[O:8][C:9]([Br:22])=[C:10]([C:12]2[CH:17]=[CH:16][C:15]([C:18]([F:21])([F:20])[F:19])=[CH:14][CH:13]=2)[N:11]=1)(=O)C.C([O-])([O-])=O.[K+].[K+]. The catalyst is CO.O. The product is [Br:22][C:9]1[O:8][C:7]([CH2:6][CH2:5][OH:4])=[N:11][C:10]=1[C:12]1[CH:13]=[CH:14][C:15]([C:18]([F:21])([F:19])[F:20])=[CH:16][CH:17]=1. The yield is 0.900. (2) The reactants are [NH2:1][C:2]1[CH:3]=[C:4]([N:12]2[CH2:17][CH2:16][N:15](C(OC(C)(C)C)=O)[CH2:14][CH2:13]2)[C:5]([Br:11])=[N:6][C:7]=1[N+:8]([O-:10])=[O:9].C(O)(C(F)(F)F)=O. The catalyst is ClCCl. The product is [Br:11][C:5]1[N:6]=[C:7]([N+:8]([O-:10])=[O:9])[C:2]([NH2:1])=[CH:3][C:4]=1[N:12]1[CH2:17][CH2:16][NH:15][CH2:14][CH2:13]1. The yield is 0.930. (3) The reactants are Br[C:2]1[C:3]([F:20])=[CH:4][C:5]2[CH:17]3[CH2:18][CH:15]([CH2:16]3)[C:8]3[S:9][C:10]([C:12]([NH2:14])=[O:13])=[CH:11][C:7]=3[C:6]=2[CH:19]=1.[CH3:21][C:22]([OH:26])([C:24]#[CH:25])[CH3:23]. The catalyst is [Cu]I.Cl[Pd](Cl)([P](C1C=CC=CC=1)(C1C=CC=CC=1)C1C=CC=CC=1)[P](C1C=CC=CC=1)(C1C=CC=CC=1)C1C=CC=CC=1.CN(C)C=O.C(N(CC)CC)C. The product is [F:20][C:3]1[C:2]([C:25]#[C:24][C:22]([OH:26])([CH3:23])[CH3:21])=[CH:19][C:6]2[C:7]3[CH:11]=[C:10]([C:12]([NH2:14])=[O:13])[S:9][C:8]=3[CH:15]3[CH2:16][CH:17]([C:5]=2[CH:4]=1)[CH2:18]3. The yield is 0.620. (4) The reactants are [CH3:1][O:2][C:3]1[C:4]([CH2:13][O:14][CH3:15])=[C:5]([CH:10]=[CH:11][CH:12]=1)[C:6]([O:8]C)=[O:7].[OH-].[K+].Cl. No catalyst specified. The product is [CH3:1][O:2][C:3]1[C:4]([CH2:13][O:14][CH3:15])=[C:5]([CH:10]=[CH:11][CH:12]=1)[C:6]([OH:8])=[O:7]. The yield is 0.920. (5) The reactants are [Cl:1][C:2]1[CH:3]=[C:4]([B:9]([OH:11])[OH:10])[CH:5]=[CH:6][C:7]=1[F:8].O[C:13]([C:16](O)([CH3:18])[CH3:17])([CH3:15])[CH3:14]. No catalyst specified. The product is [Cl:1][C:2]1[CH:3]=[C:4]([B:9]2[O:10][C:16]([CH3:18])([CH3:17])[C:13]([CH3:15])([CH3:14])[O:11]2)[CH:5]=[CH:6][C:7]=1[F:8]. The yield is 0.770. (6) The reactants are BrCC([O:5][CH2:6][CH3:7])=O.[Cl:8][C:9]1[CH:14]=[CH:13][C:12]([NH:15][C:16]([NH2:18])=[S:17])=[CH:11][CH:10]=1.C([O-])(=O)C.[Na+]. The catalyst is C(O)C. The product is [Cl:8][C:9]1[CH:10]=[CH:11][C:12]([N:15]=[C:16]2[NH:18][C:6](=[O:5])[CH2:7][S:17]2)=[CH:13][CH:14]=1. The yield is 0.380.